Dataset: Forward reaction prediction with 1.9M reactions from USPTO patents (1976-2016). Task: Predict the product of the given reaction. (1) Given the reactants FC(F)(F)C(O)=O.[CH3:8][N:9]([CH3:27])[CH2:10][CH2:11][CH2:12][C:13]1[CH:14]=[C:15]([NH:19]C(=O)OC(C)(C)C)[CH:16]=[N:17][CH:18]=1, predict the reaction product. The product is: [CH3:27][N:9]([CH3:8])[CH2:10][CH2:11][CH2:12][C:13]1[CH:14]=[C:15]([NH2:19])[CH:16]=[N:17][CH:18]=1. (2) Given the reactants C(O[C:6]([N:8]1[CH2:13][CH2:12][N:11]([CH:14]2[C:23]3[C:18](=[CH:19][CH:20]=[C:21]([O:24][CH2:25][C:26]4[CH:31]=[CH:30][C:29]([C:32]([F:35])([F:34])[F:33])=[CH:28][CH:27]=4)[CH:22]=3)[CH2:17][CH2:16][CH2:15]2)[CH2:10][CH2:9]1)=O)(C)(C)C.[H-].[H-].[H-].[H-].[Li+].[Al+3].C1COCC1, predict the reaction product. The product is: [CH3:6][N:8]1[CH2:13][CH2:12][N:11]([CH:14]2[C:23]3[C:18](=[CH:19][CH:20]=[C:21]([O:24][CH2:25][C:26]4[CH:27]=[CH:28][C:29]([C:32]([F:35])([F:33])[F:34])=[CH:30][CH:31]=4)[CH:22]=3)[CH2:17][CH2:16][CH2:15]2)[CH2:10][CH2:9]1.